Dataset: Full USPTO retrosynthesis dataset with 1.9M reactions from patents (1976-2016). Task: Predict the reactants needed to synthesize the given product. (1) Given the product [Br:1][C:2]1[CH:3]=[CH:4][C:5]([C:8]2[CH2:21][CH:20]([C:16]3([OH:19])[CH2:17][CH2:18][N:13]([CH3:12])[CH2:14][CH2:15]3)[O:10][N:9]=2)=[N:6][CH:7]=1, predict the reactants needed to synthesize it. The reactants are: [Br:1][C:2]1[CH:3]=[CH:4][C:5]([C:8](Cl)=[N:9][OH:10])=[N:6][CH:7]=1.[CH3:12][N:13]1[CH2:18][CH2:17][C:16]([CH:20]=[CH2:21])([OH:19])[CH2:15][CH2:14]1.C(N(CC)CC)C. (2) Given the product [CH3:10][CH:9]([CH3:11])[C:23]([CH2:22][CH2:21][O:20][CH:15]1[CH2:16][CH2:17][CH2:18][CH2:19][O:14]1)=[CH:24][C:25]([O:27][CH3:28])=[O:26], predict the reactants needed to synthesize it. The reactants are: CN(C)CCN(C)C.[CH:9]([Mg]Cl)([CH3:11])[CH3:10].[O:14]1[CH2:19][CH2:18][CH2:17][CH2:16][CH:15]1[O:20][CH2:21][CH2:22][C:23]#[C:24][C:25]([O:27][CH3:28])=[O:26].[NH4+].[Cl-]. (3) Given the product [CH2:1]([O:3][C:4]([C:6]1[NH:7][C:8]2[C:13]([CH:14]=1)=[CH:12][C:11]([OH:15])=[C:10]([Br:17])[CH:9]=2)=[O:5])[CH3:2], predict the reactants needed to synthesize it. The reactants are: [CH2:1]([O:3][C:4]([C:6]1[NH:7][C:8]2[C:13]([CH:14]=1)=[CH:12][C:11]([O:15]C)=[C:10]([Br:17])[CH:9]=2)=[O:5])[CH3:2].B(Br)(Br)Br.C(=O)(O)[O-].[Na+]. (4) Given the product [CH2:1]([NH:8][C:9]([C:11]1[NH:12][CH:13]=[C:14]([C:16](=[O:24])[C:17]([C:18]2[CH:23]=[CH:22][CH:21]=[CH:20][CH:19]=2)=[CH:25][N:26]([CH3:28])[CH3:27])[CH:15]=1)=[O:10])[C:2]1[CH:3]=[CH:4][CH:5]=[CH:6][CH:7]=1, predict the reactants needed to synthesize it. The reactants are: [CH2:1]([NH:8][C:9]([C:11]1[NH:12][CH:13]=[C:14]([C:16](=[O:24])[CH2:17][C:18]2[CH:23]=[CH:22][CH:21]=[CH:20][CH:19]=2)[CH:15]=1)=[O:10])[C:2]1[CH:7]=[CH:6][CH:5]=[CH:4][CH:3]=1.[CH:25](OC(C)(C)C)(N(C)C)[N:26]([CH3:28])[CH3:27]. (5) Given the product [N:12]1([CH2:11][C:9]2[N:10]=[C:6]3[CH:5]=[CH:4][CH:3]=[C:2]([NH:26][C@@H:27]4[CH2:32][CH2:31][CH2:30][CH2:29][N:28]4[C:33]([O:35][C:36]([CH3:39])([CH3:38])[CH3:37])=[O:34])[N:7]3[CH:8]=2)[C@H:25]2[C@H:16]([CH2:17][CH2:18][C:19]3[C:24]2=[N:23][CH:22]=[CH:21][CH:20]=3)[CH2:15][CH2:14][CH2:13]1, predict the reactants needed to synthesize it. The reactants are: F[C:2]1[N:7]2[CH:8]=[C:9]([CH2:11][N:12]3[C@H:25]4[C@H:16]([CH2:17][CH2:18][C:19]5[C:24]4=[N:23][CH:22]=[CH:21][CH:20]=5)[CH2:15][CH2:14][CH2:13]3)[N:10]=[C:6]2[CH:5]=[CH:4][CH:3]=1.[NH2:26][C@@H:27]1[CH2:32][CH2:31][CH2:30][CH2:29][N:28]1[C:33]([O:35][C:36]([CH3:39])([CH3:38])[CH3:37])=[O:34]. (6) Given the product [NH2:15][C:11]1[CH:10]=[C:9]2[C:14](=[CH:13][CH:12]=1)[N:5]([CH2:4][CH2:3][N:2]([CH3:1])[CH3:19])[C:6](=[O:18])[CH2:7][CH2:8]2, predict the reactants needed to synthesize it. The reactants are: [CH3:1][N:2]([CH3:19])[CH2:3][CH2:4][N:5]1[C:14]2[C:9](=[CH:10][C:11]([N+:15]([O-])=O)=[CH:12][CH:13]=2)[CH2:8][CH2:7][C:6]1=[O:18].[H][H]. (7) Given the product [Br:1][C:2]1[CH:7]=[CH:6][C:5]([NH:8][C:9]([NH:15][CH:13]([CH3:14])[C:12]([CH3:17])([CH3:16])[CH3:11])=[S:10])=[CH:4][CH:3]=1, predict the reactants needed to synthesize it. The reactants are: [Br:1][C:2]1[CH:7]=[CH:6][C:5]([N:8]=[C:9]=[S:10])=[CH:4][CH:3]=1.[CH3:11][C:12]([CH3:17])([CH3:16])[CH:13]([NH2:15])[CH3:14]. (8) Given the product [CH2:41]([O:40][C:37]([N:14]1[CH2:15][CH2:35][CH:36]([N:32]2[C:13]3=[N:14][C:15]([N:22]([CH3:23])[CH3:24])=[CH:16][CH:17]=[C:18]3[NH:19][C:25]2=[O:26])[CH2:18][CH2:13]1)=[O:39])[CH3:42], predict the reactants needed to synthesize it. The reactants are: C(OC(N1CCC(C[C:13]2[C:18]([N+:19]([O-])=O)=[CH:17][CH:16]=[C:15]([N:22]([CH3:24])[CH3:23])[N:14]=2)CC1)=O)C.[C:25]([N:32]1[CH:36]=[CH:35]N=C1)(N1C=CN=C1)=[O:26].[C:37]([O:40][CH2:41][CH3:42])(=[O:39])C. (9) The reactants are: S(C1C=CC(C)=CC=1)(O)(=O)=O.[C@@H:12]1([NH2:19])[CH2:17][CH2:16][CH2:15][CH2:14][C@H:13]1[NH2:18].[CH3:20][O:21][C:22]1[CH:23]=[C:24]([CH:28]([C:32]2[CH:37]=[CH:36][CH:35]=[CH:34][N:33]=2)[CH2:29][C:30]#N)[CH:25]=[CH:26][CH:27]=1. Given the product [CH3:20][O:21][C:22]1[CH:23]=[C:24]([CH:28]([C:32]2[CH:37]=[CH:36][CH:35]=[CH:34][N:33]=2)[CH2:29][C:30]2[NH:19][CH:12]3[CH2:17][CH2:16][CH2:15][CH2:14][CH:13]3[N:18]=2)[CH:25]=[CH:26][CH:27]=1, predict the reactants needed to synthesize it.